From a dataset of Peptide-MHC class I binding affinity with 185,985 pairs from IEDB/IMGT. Regression. Given a peptide amino acid sequence and an MHC pseudo amino acid sequence, predict their binding affinity value. This is MHC class I binding data. (1) The peptide sequence is ITTESIVIW. The MHC is HLA-A29:02 with pseudo-sequence HLA-A29:02. The binding affinity (normalized) is 0. (2) The peptide sequence is KTKPPLPSVKK. The MHC is HLA-A68:01 with pseudo-sequence HLA-A68:01. The binding affinity (normalized) is 0.185. (3) The peptide sequence is DAKNDDWKK. The MHC is HLA-A11:01 with pseudo-sequence HLA-A11:01. The binding affinity (normalized) is 0.257.